From a dataset of CYP2C19 inhibition data for predicting drug metabolism from PubChem BioAssay. Regression/Classification. Given a drug SMILES string, predict its absorption, distribution, metabolism, or excretion properties. Task type varies by dataset: regression for continuous measurements (e.g., permeability, clearance, half-life) or binary classification for categorical outcomes (e.g., BBB penetration, CYP inhibition). Dataset: cyp2c19_veith. (1) The compound is Cc1c(OCC(F)(F)F)ccnc1CS(=O)c1nc2ccccc2[nH]1. The result is 1 (inhibitor). (2) The compound is CCSc1nnc2n(N)c(=O)c3ccccc3n12. The result is 0 (non-inhibitor). (3) The drug is CCCCCCN1C=CC(=C/C=C(\C#N)C(=O)OCC)C=C1. The result is 1 (inhibitor).